Task: Predict the reaction yield, written as a fraction of the theoretical maximum amount of product (1.0 means a 100% yield; for example, 0.34 means a 34% yield).. Dataset: Reaction yield outcomes from USPTO patents with 853,638 reactions (1) The reactants are [CH3:1][C:2]1[C:6](B2OC(C)(C)C(C)(C)O2)=[C:5]([CH3:16])[NH:4][N:3]=1.[CH2:17]([N:24]([CH2:36][C:37]1[CH:42]=[CH:41][CH:40]=[CH:39][CH:38]=1)[C@@H:25]1[CH2:34][CH2:33][C:32]2[C:27](=[C:28](Br)[CH:29]=[CH:30][CH:31]=2)[CH2:26]1)[C:18]1[CH:23]=[CH:22][CH:21]=[CH:20][CH:19]=1. No catalyst specified. The product is [CH2:36]([N:24]([CH2:17][C:18]1[CH:23]=[CH:22][CH:21]=[CH:20][CH:19]=1)[C@@H:25]1[CH2:34][CH2:33][C:32]2[C:27](=[C:28]([C:6]3[C:2]([CH3:1])=[N:3][NH:4][C:5]=3[CH3:16])[CH:29]=[CH:30][CH:31]=2)[CH2:26]1)[C:37]1[CH:38]=[CH:39][CH:40]=[CH:41][CH:42]=1. The yield is 0.580. (2) The yield is 0.720. The reactants are ClN1C(=O)CCC1=O.[F:9][C:10]1[CH:11]=[CH:12][C:13]([CH:16]=[N:17][OH:18])=[N:14][CH:15]=1.CN([CH:22]=[CH:23][C:24]([O:26][CH2:27][CH3:28])=[O:25])C.C(N(CC)CC)C.Cl. The product is [CH2:27]([O:26][C:24]([C:23]1[C:16]([C:13]2[CH:12]=[CH:11][C:10]([F:9])=[CH:15][N:14]=2)=[N:17][O:18][CH:22]=1)=[O:25])[CH3:28]. The catalyst is CN(C=O)C.C(Cl)(Cl)Cl. (3) The reactants are [C:1]([O:5][C:6]([N:8]1[CH2:13][CH2:12][NH:11][CH:10]([CH3:14])[CH2:9]1)=[O:7])([CH3:4])([CH3:3])[CH3:2].[I:15][C:16]1[CH:24]=[CH:23][C:22]([S:25]([CH3:28])(=[O:27])=[O:26])=[CH:21][C:17]=1[C:18](O)=[O:19].C(N(C(C)C)C(C)C)C.CN(C(ON1N=NC2C=CC=CC1=2)=[N+](C)C)C.[B-](F)(F)(F)F. The catalyst is CN(C)C=O. The product is [C:1]([O:5][C:6]([N:8]1[CH2:13][CH2:12][N:11]([C:18](=[O:19])[C:17]2[CH:21]=[C:22]([S:25]([CH3:28])(=[O:27])=[O:26])[CH:23]=[CH:24][C:16]=2[I:15])[CH:10]([CH3:14])[CH2:9]1)=[O:7])([CH3:4])([CH3:2])[CH3:3]. The yield is 0.450. (4) The reactants are C[O:2][C:3]([C:5]1[CH:20]=[CH:19][C:8]2[N:9]([CH2:13][O:14][CH2:15][CH2:16][O:17][CH3:18])[C:10]([Cl:12])=[N:11][C:7]=2[CH:6]=1)=O.C1(NC(C2C=CC3NC(N4C=C(C(O)=O)C=N4)=NC=3C=2)=O)C=CC=CC=1.[H-].[Al+3].[Li+].[H-].[H-].[H-].Cl. The catalyst is O.C1COCC1. The product is [Cl:12][C:10]1[N:9]([CH2:13][O:14][CH2:15][CH2:16][O:17][CH3:18])[C:8]2[CH:19]=[CH:20][C:5]([CH2:3][OH:2])=[CH:6][C:7]=2[N:11]=1. The yield is 0.780. (5) The reactants are [CH3:1][N:2]1[CH:7]2[CH2:8][CH2:9][CH:3]1[CH2:4][CH:5](O)[CH2:6]2.[N+:11]([C:14]1[CH:15]=[N:16][NH:17][CH:18]=1)([O-:13])=[O:12].C1(P(C2C=CC=CC=2)C2C=CC=CC=2)C=CC=CC=1.CC(OC(/N=N/C(OC(C)(C)C)=O)=O)(C)C. The catalyst is CN(C=O)C.C(Cl)Cl. The product is [CH3:1][N:2]1[CH:7]2[CH2:8][CH2:9][CH:3]1[CH2:4][CH:5]([N:16]1[CH:15]=[C:14]([N+:11]([O-:13])=[O:12])[CH:18]=[N:17]1)[CH2:6]2. The yield is 0.360. (6) The reactants are [CH2:1]([O:3][C:4](=[O:8])[C@@H:5]1[O:7][CH2:6]1)[CH3:2].[Cl-].[NH4+].[N-:11]=[N+:12]=[N-:13].[Na+]. The catalyst is CN(C=O)C. The product is [CH2:1]([O:3][C:4](=[O:8])[C@H:5]([OH:7])[CH2:6][N:11]=[N+:12]=[N-:13])[CH3:2]. The yield is 0.690. (7) No catalyst specified. The product is [CH3:17][O:18][C:8](=[O:9])[CH2:7][CH2:6][O:5][C:4]([F:15])([F:3])[F:1]. The yield is 0.910. The reactants are [F-:1].[Na+].[F:3][C:4](F)([F:15])[O:5][C:6](F)(F)[C:7](F)(F)[C:8](F)=[O:9].[CH3:17][OH:18]. (8) The reactants are [F:1][C:2]1[CH:3]=[C:4]([CH:7]=[CH:8][C:9]=1[O:10][CH3:11])[CH:5]=O.[C:12](Br)(Br)([Br:14])[Br:13].C1(P(C2C=CC=CC=2)C2C=CC=CC=2)C=CC=CC=1. The catalyst is C(Cl)Cl. The product is [Br:13][C:12]([Br:14])=[CH:5][C:4]1[CH:7]=[CH:8][C:9]([O:10][CH3:11])=[C:2]([F:1])[CH:3]=1. The yield is 0.600. (9) The reactants are [CH3:1][C@H:2]1[NH:7][CH2:6][CH2:5][N:4]([C:8]2[CH:13]=[CH:12][C:11]([S:14]([NH:17][C:18]3[S:22][N:21]=[CH:20][N:19]=3)(=[O:16])=[O:15])=[CH:10][CH:9]=2)[CH2:3]1.[Cl:23][C:24]1[CH:25]=[CH:26][CH:27]=[C:28]2[C:32]=1[N:31]([CH2:33][C:34](O)=[O:35])[CH:30]=[CH:29]2.CN(C(ON1N=NC2C=CC=NC1=2)=[N+](C)C)C.F[P-](F)(F)(F)(F)F.C(=O)(O)[O-].[Na+].Cl.S1C(N)=NC=N1. No catalyst specified. The product is [Cl:23][C:24]1[CH:25]=[CH:26][CH:27]=[C:28]2[C:32]=1[N:31]([CH2:33][C:34]([N:7]1[CH2:6][CH2:5][N:4]([C:8]3[CH:13]=[CH:12][C:11]([S:14]([NH:17][C:18]4[S:22][N:21]=[CH:20][N:19]=4)(=[O:16])=[O:15])=[CH:10][CH:9]=3)[CH2:3][C@H:2]1[CH3:1])=[O:35])[CH:30]=[CH:29]2. The yield is 0.360.